From a dataset of Reaction yield outcomes from USPTO patents with 853,638 reactions. Predict the reaction yield, written as a fraction of the theoretical maximum amount of product (1.0 means a 100% yield; for example, 0.34 means a 34% yield). (1) The reactants are C(Cl)(=O)C(Cl)=O.[CH3:7][O:8][C:9]([C:11]1[CH:19]=[CH:18][C:14]([C:15]([OH:17])=O)=[CH:13][CH:12]=1)=[O:10].CN(C=O)C.[Cl:25][C:26]1[CH:27]=[CH:28][C:29]([O:40][CH2:41][CH:42]([CH3:44])[CH3:43])=[C:30]([CH2:32][C:33]2[N:38]=[C:37]([NH2:39])[CH:36]=[CH:35][CH:34]=2)[CH:31]=1. The catalyst is C(Cl)Cl. The product is [Cl:25][C:26]1[CH:27]=[CH:28][C:29]([O:40][CH2:41][CH:42]([CH3:44])[CH3:43])=[C:30]([CH2:32][C:33]2[N:38]=[C:37]([NH:39][C:15]([C:14]3[CH:13]=[CH:12][C:11]([C:9]([O:8][CH3:7])=[O:10])=[CH:19][CH:18]=3)=[O:17])[CH:36]=[CH:35][CH:34]=2)[CH:31]=1. The yield is 0.480. (2) The reactants are C([O:8][C:9]1[CH:14]=[CH:13][C:12]([O:15][C:16]([F:19])([F:18])[F:17])=[CH:11][C:10]=1[C:20]1[N:24]([CH3:25])[N:23]=[CH:22][CH:21]=1)C1C=CC=CC=1. The catalyst is CO.[Pd]. The product is [CH3:25][N:24]1[C:20]([C:10]2[CH:11]=[C:12]([O:15][C:16]([F:17])([F:18])[F:19])[CH:13]=[CH:14][C:9]=2[OH:8])=[CH:21][CH:22]=[N:23]1. The yield is 0.940. (3) The reactants are [Br:1][C:2]1[C:3]([F:12])=[C:4]2[C:10]([NH2:11])=[CH:9][NH:8][C:5]2=[N:6][CH:7]=1.[CH3:13][N:14]1[CH:18]=[CH:17][C:16]([C:19](O)=[O:20])=[N:15]1.C1N(P(Cl)(N2C(=O)OCC2)=O)C(=O)OC1.[Li+].[OH-]. The catalyst is C(Cl)Cl.O. The product is [Br:1][C:2]1[C:3]([F:12])=[C:4]2[C:10]([NH:11][C:19]([C:16]3[CH:17]=[CH:18][N:14]([CH3:13])[N:15]=3)=[O:20])=[CH:9][NH:8][C:5]2=[N:6][CH:7]=1. The yield is 0.660. (4) The reactants are C(Cl)(=O)C(Cl)=O.CS(C)=O.[C:11]1([CH2:17][CH2:18][CH2:19][CH2:20][CH2:21][OH:22])[CH:16]=[CH:15][CH:14]=[CH:13][CH:12]=1.CCN(CC)CC. The catalyst is C(Cl)Cl. The product is [C:11]1([CH2:17][CH2:18][CH2:19][CH2:20][CH:21]=[O:22])[CH:16]=[CH:15][CH:14]=[CH:13][CH:12]=1. The yield is 0.970. (5) The reactants are C([N:8](CC1C=CC=CC=1)[CH:9]1[CH2:13][CH:12]([C:14]([O:16][CH2:17][CH3:18])=[O:15])[CH:11]([CH2:19][CH3:20])[CH2:10]1)C1C=CC=CC=1.[H][H]. The catalyst is CCO.[OH-].[OH-].[Pd+2]. The product is [NH2:8][CH:9]1[CH2:13][CH:12]([C:14]([O:16][CH2:17][CH3:18])=[O:15])[CH:11]([CH2:19][CH3:20])[CH2:10]1. The yield is 0.990.